Dataset: HIV replication inhibition screening data with 41,000+ compounds from the AIDS Antiviral Screen. Task: Binary Classification. Given a drug SMILES string, predict its activity (active/inactive) in a high-throughput screening assay against a specified biological target. The molecule is N=c1[nH]c(=N)n2c(=N)[nH]c(=N)n12. The result is 0 (inactive).